This data is from Full USPTO retrosynthesis dataset with 1.9M reactions from patents (1976-2016). The task is: Predict the reactants needed to synthesize the given product. (1) Given the product [I-:36].[NH2:43][S:40]([CH2:39][CH2:38][CH2:37][N:17]1[C:16]([S:19][CH3:20])=[C:14]2[S:15][C:11]([C:8]3[C@H:9]([CH3:10])[C@@H:5]4[C@@H:4]([C@H:2]([OH:1])[CH3:3])[C:34](=[O:35])[N:6]4[C:7]=3[C:21]([O:23][CH2:24][C:25]3[CH:26]=[CH:27][C:28]([N+:31]([O-:33])=[O:32])=[CH:29][CH:30]=3)=[O:22])=[CH:12][N+:13]2=[CH:18]1)(=[O:42])=[O:41], predict the reactants needed to synthesize it. The reactants are: [OH:1][C@@H:2]([C@H:4]1[C:34](=[O:35])[N:6]2[C:7]([C:21]([O:23][CH2:24][C:25]3[CH:30]=[CH:29][C:28]([N+:31]([O-:33])=[O:32])=[CH:27][CH:26]=3)=[O:22])=[C:8]([C:11]3[S:15][C:14]4=[C:16]([S:19][CH3:20])[N:17]=[CH:18][N:13]4[CH:12]=3)[C@H:9]([CH3:10])[C@H:5]12)[CH3:3].[I:36][CH2:37][CH2:38][CH2:39][S:40]([NH2:43])(=[O:42])=[O:41]. (2) Given the product [CH3:25][C:5]1[CH:6]=[C:7]([N:8]2[N:9]=[CH:10][CH:11]=[N:12]2)[C:2]([C:24]#[N:20])=[N:3][CH:4]=1.[CH3:14][C:5]1[CH:6]=[C:7]([N:8]2[CH:24]=[CH:23][N:22]=[N:12]2)[C:2]([C:25]#[N:26])=[N:3][CH:4]=1, predict the reactants needed to synthesize it. The reactants are: Br[C:2]1[C:7]([N:8]2[N:12]=[CH:11][CH:10]=[N:9]2)=[CH:6][CH:5]=[C:4](C)[N:3]=1.[C:14]([O-])([O-])=O.[K+].[K+].[N:20]1N[N:22]=[CH:23][CH:24]=1.[CH3:25][N:26](C=O)C. (3) Given the product [F:15][C:16]1[CH:21]=[CH:20][CH:19]=[CH:18][C:17]=1[CH2:22][O:1][C:2]1[C:3]([N+:12]([O-:14])=[O:13])=[N:4][CH:5]=[C:6]([CH:11]=1)[C:7]([O:9][CH3:10])=[O:8], predict the reactants needed to synthesize it. The reactants are: [OH:1][C:2]1[C:3]([N+:12]([O-:14])=[O:13])=[N:4][CH:5]=[C:6]([CH:11]=1)[C:7]([O:9][CH3:10])=[O:8].[F:15][C:16]1[CH:21]=[CH:20][CH:19]=[CH:18][C:17]=1[CH2:22]O.C(P(CCCC)CCCC)CCC.N(C(OCC)=O)=NC(OCC)=O. (4) Given the product [C:15]([CH2:14][C@H:12]1[O:13][C@@H:8]([C:7]2[CH:6]=[CH:5][N:4]=[CH:3][C:2]=2[NH:1][C:53](=[O:54])[C:51]2[CH:50]=[CH:49][C:48]([F:56])=[C:47]([C:41]3[C:40]([F:39])=[CH:45][CH:44]=[CH:43][C:42]=3[F:46])[N:52]=2)[CH2:9][C@@H:10]([O:28][Si:29]([CH:30]([CH3:32])[CH3:31])([CH:33]([CH3:35])[CH3:34])[CH:36]([CH3:38])[CH3:37])[C@@H:11]1[O:17][Si:18]([CH:25]([CH3:26])[CH3:27])([CH:22]([CH3:23])[CH3:24])[CH:19]([CH3:20])[CH3:21])#[N:16], predict the reactants needed to synthesize it. The reactants are: [NH2:1][C:2]1[CH:3]=[N:4][CH:5]=[CH:6][C:7]=1[C@@H:8]1[O:13][C@H:12]([CH2:14][C:15]#[N:16])[C@@H:11]([O:17][Si:18]([CH:25]([CH3:27])[CH3:26])([CH:22]([CH3:24])[CH3:23])[CH:19]([CH3:21])[CH3:20])[C@H:10]([O:28][Si:29]([CH:36]([CH3:38])[CH3:37])([CH:33]([CH3:35])[CH3:34])[CH:30]([CH3:32])[CH3:31])[CH2:9]1.[F:39][C:40]1[CH:45]=[CH:44][CH:43]=[C:42]([F:46])[C:41]=1[C:47]1[N:52]=[C:51]([C:53](O)=[O:54])[CH:50]=[CH:49][C:48]=1[F:56].CCN=C=NCCCN(C)C.C1C=NC2N(O)N=NC=2C=1. (5) Given the product [CH2:1]([O:3][C:4](=[O:31])[C:5]([CH3:7])([O:8][C:9]1[CH:14]=[CH:13][C:12]([O:15][CH2:16][CH2:17][C:18]2[N:19]=[C:20]([C:24]3[CH:29]=[CH:28][C:27]([C:35]4[CH:36]=[CH:37][CH:38]=[CH:39][C:34]=4[C:33]([F:44])([F:43])[F:32])=[CH:26][CH:25]=3)[O:21][C:22]=2[CH3:23])=[CH:11][CH:10]=1)[CH3:6])[CH3:2], predict the reactants needed to synthesize it. The reactants are: [CH2:1]([O:3][C:4](=[O:31])[C:5]([O:8][C:9]1[CH:14]=[CH:13][C:12]([O:15][CH2:16][CH2:17][C:18]2[N:19]=[C:20]([C:24]3[CH:29]=[CH:28][C:27](Br)=[CH:26][CH:25]=3)[O:21][C:22]=2[CH3:23])=[CH:11][CH:10]=1)([CH3:7])[CH3:6])[CH3:2].[F:32][C:33]([F:44])([F:43])[C:34]1[CH:39]=[CH:38][CH:37]=[CH:36][C:35]=1B(O)O.[F-].[K+].C1(P(C2CCCCC2)C2C=CC=CC=2C2C=CC=CC=2)CCCCC1. (6) Given the product [Br-:52].[C:1]([O:5][C:6]([N:8]([CH2:10][C:11]1([C:17]([NH:54][CH2:55][CH2:56][CH2:57][P+:58]([C:71]2[CH:76]=[CH:75][CH:74]=[CH:73][CH:72]=2)([C:59]2[CH:60]=[CH:61][CH:62]=[CH:63][CH:64]=2)[C:65]2[CH:70]=[CH:69][CH:68]=[CH:67][CH:66]=2)=[O:19])[CH2:12][CH2:13][O:14][CH2:15][CH2:16]1)[CH3:9])=[O:7])([CH3:2])([CH3:3])[CH3:4], predict the reactants needed to synthesize it. The reactants are: [C:1]([O:5][C:6]([N:8]([CH2:10][C:11]1([C:17]([OH:19])=O)[CH2:16][CH2:15][O:14][CH2:13][CH2:12]1)[CH3:9])=[O:7])([CH3:4])([CH3:3])[CH3:2].C(N(CC)C(C)C)(C)C.O.ON1C2C=CC=CC=2N=N1.Cl.CN(C)CCCN=C=NCC.[Br-:52].[Br-].[NH3+:54][CH2:55][CH2:56][CH2:57][P+:58]([C:71]1[CH:76]=[CH:75][CH:74]=[CH:73][CH:72]=1)([C:65]1[CH:70]=[CH:69][CH:68]=[CH:67][CH:66]=1)[C:59]1[CH:64]=[CH:63][CH:62]=[CH:61][CH:60]=1. (7) Given the product [NH2:1][C:2]1[N:7]=[C:6]([S:8][CH2:9][CH3:10])[N:5]([C:11]2[CH:12]=[CH:13][C:14]([O:17][CH2:18][C:19]([F:21])([F:22])[F:20])=[CH:15][CH:16]=2)[C:4](=[O:23])[C:3]=1[Br:29], predict the reactants needed to synthesize it. The reactants are: [NH2:1][C:2]1[N:7]=[C:6]([S:8][CH2:9][CH3:10])[N:5]([C:11]2[CH:16]=[CH:15][C:14]([O:17][CH2:18][C:19]([F:22])([F:21])[F:20])=[CH:13][CH:12]=2)[C:4](=[O:23])[CH:3]=1.C([O-])(=O)C.[Na+].[Br:29]Br.O.